This data is from Forward reaction prediction with 1.9M reactions from USPTO patents (1976-2016). The task is: Predict the product of the given reaction. Given the reactants [Cl:1][C:2]1[CH:7]=[CH:6][CH:5]=[C:4]([Cl:8])[C:3]=1[NH:9][C:10]1[N:14]2[CH:15]=[CH:16][CH:17]=[N:18][C:13]2=[N:12][C:11]=1[C:19]1[C:35]([O:36][CH3:37])=[CH:34][C:33]([O:38][CH3:39])=[CH:32][C:20]=1[C:21]([NH:23][NH:24]C(OC(C)(C)C)=O)=[O:22], predict the reaction product. The product is: [Cl:8][C:4]1[CH:5]=[CH:6][CH:7]=[C:2]([Cl:1])[C:3]=1[NH:9][C:10]1[N:14]2[CH:15]=[CH:16][CH:17]=[N:18][C:13]2=[N:12][C:11]=1[C:19]1[C:35]([O:36][CH3:37])=[CH:34][C:33]([O:38][CH3:39])=[CH:32][C:20]=1[C:21]([NH:23][NH2:24])=[O:22].